Dataset: Reaction yield outcomes from USPTO patents with 853,638 reactions. Task: Predict the reaction yield, written as a fraction of the theoretical maximum amount of product (1.0 means a 100% yield; for example, 0.34 means a 34% yield). (1) The reactants are [Cl:1][C:2]1[CH:3]=[CH:4][C:5]2[S:9][CH:8]=[C:7]([CH2:10][N:11]3[C:19]4[C:14](=[CH:15][CH:16]=[CH:17][CH:18]=4)[C:13](=O)[C:12]3=[O:21])[C:6]=2[CH:22]=1.[F:23][C:24]([F:33])([F:32])[C:25]1[CH:26]=[C:27]([CH:29]=[CH:30][CH:31]=1)[NH2:28]. No catalyst specified. The product is [Cl:1][C:2]1[CH:3]=[CH:4][C:5]2[S:9][CH:8]=[C:7]([CH2:10][N:11]3[C:19]4[C:14](=[CH:15][CH:16]=[CH:17][CH:18]=4)[C:13](=[N:28][C:27]4[CH:29]=[CH:30][CH:31]=[C:25]([C:24]([F:23])([F:32])[F:33])[CH:26]=4)[C:12]3=[O:21])[C:6]=2[CH:22]=1. The yield is 0.180. (2) The reactants are [F:1][C:2]1[CH:7]=[CH:6][C:5]([C:8]2[N:12]3[N:13]=[CH:14][C:15]([C:17]([F:20])([F:19])[F:18])=[N:16][C:11]3=[N:10][CH:9]=2)=[CH:4][C:3]=1OS(C(F)(F)F)(=O)=O.C([Sn](CCCC)(CCCC)[C:34]1[O:35][CH:36]=[CH:37][N:38]=1)CCC. The catalyst is O1CCOCC1.C1C=CC([P]([Pd]([P](C2C=CC=CC=2)(C2C=CC=CC=2)C2C=CC=CC=2)([P](C2C=CC=CC=2)(C2C=CC=CC=2)C2C=CC=CC=2)[P](C2C=CC=CC=2)(C2C=CC=CC=2)C2C=CC=CC=2)(C2C=CC=CC=2)C2C=CC=CC=2)=CC=1.[Cu]I. The product is [F:1][C:2]1[CH:7]=[CH:6][C:5]([C:8]2[N:12]3[N:13]=[CH:14][C:15]([C:17]([F:19])([F:18])[F:20])=[N:16][C:11]3=[N:10][CH:9]=2)=[CH:4][C:3]=1[C:34]1[O:35][CH:36]=[CH:37][N:38]=1. The yield is 0.350. (3) The product is [Cl:8][C:9]1[CH:10]=[C:11]([C:18]2[CH:23]=[CH:22][C:21]([CH:24]([NH:7][S@@:5]([C:1]([CH3:4])([CH3:3])[CH3:2])=[O:6])[CH3:25])=[CH:20][CH:19]=2)[C:12]([O:15][CH2:16][CH3:17])=[N:13][CH:14]=1. The reactants are [C:1]([S@:5]([NH2:7])=[O:6])([CH3:4])([CH3:3])[CH3:2].[Cl:8][C:9]1[CH:10]=[C:11]([C:18]2[CH:23]=[CH:22][C:21]([C:24](=O)[CH3:25])=[CH:20][CH:19]=2)[C:12]([O:15][CH2:16][CH3:17])=[N:13][CH:14]=1.[BH4-].[Na+]. The yield is 0.280. The catalyst is O1CCCC1.[O-]CC.[O-]CC.[O-]CC.[O-]CC.[Ti+4].